Predict the reactants needed to synthesize the given product. From a dataset of Full USPTO retrosynthesis dataset with 1.9M reactions from patents (1976-2016). The reactants are: [CH3:1][C:2]1[CH:10]=[C:9]([N+:11]([O-:13])=[O:12])[CH:8]=[CH:7][C:3]=1[C:4]([OH:6])=[O:5].[C:14](Cl)(=O)C(Cl)=O. Given the product [CH3:14][O:5][C:4](=[O:6])[C:3]1[CH:7]=[CH:8][C:9]([N+:11]([O-:13])=[O:12])=[CH:10][C:2]=1[CH3:1], predict the reactants needed to synthesize it.